From a dataset of Catalyst prediction with 721,799 reactions and 888 catalyst types from USPTO. Predict which catalyst facilitates the given reaction. Reactant: C(OC([N:8]1[C:20]2[CH2:19][CH:18]([C:21]([S:27]([C:30]3[CH:35]=[CH:34][CH:33]=[CH:32][CH:31]=3)(=[O:29])=[O:28])([C:23]([O:25][CH3:26])=[O:24])[CH3:22])[CH2:17][CH2:16][C:15]=2[C:14]2[C:9]1=[CH:10][CH:11]=[C:12]([N:36]([CH3:38])[CH3:37])[CH:13]=2)=O)(C)(C)C.C(O)(C(F)(F)F)=O.C([O-])(O)=O.[Na+]. Product: [CH3:26][O:25][C:23](=[O:24])[C:21]([S:27]([C:30]1[CH:31]=[CH:32][CH:33]=[CH:34][CH:35]=1)(=[O:29])=[O:28])([CH:18]1[CH2:17][CH2:16][C:15]2[C:14]3[C:9](=[CH:10][CH:11]=[C:12]([N:36]([CH3:37])[CH3:38])[CH:13]=3)[NH:8][C:20]=2[CH2:19]1)[CH3:22]. The catalyst class is: 2.